Dataset: CYP1A2 inhibition data for predicting drug metabolism from PubChem BioAssay. Task: Regression/Classification. Given a drug SMILES string, predict its absorption, distribution, metabolism, or excretion properties. Task type varies by dataset: regression for continuous measurements (e.g., permeability, clearance, half-life) or binary classification for categorical outcomes (e.g., BBB penetration, CYP inhibition). Dataset: cyp1a2_veith. (1) The drug is O=C(O)[C@@H]1[C@H](C(=O)O)[C@]2(Cl)C(Cl)=C(Cl)[C@@]1(Cl)C2(Cl)Cl. The result is 0 (non-inhibitor). (2) The drug is COC(=O)C(CCSC)NC(=O)c1cccc([N+](=O)[O-])c1. The result is 0 (non-inhibitor). (3) The molecule is O=C(N/N=C/C1C(c2ccccc2)C1(Cl)Cl)c1cccc(Br)c1. The result is 1 (inhibitor).